This data is from Full USPTO retrosynthesis dataset with 1.9M reactions from patents (1976-2016). The task is: Predict the reactants needed to synthesize the given product. (1) Given the product [N:22]1([C:20]([N:14]2[CH2:15][CH2:16][N:17]([C:3]3[NH:12][C:11](=[O:13])[C:10]4[CH2:9][CH2:8][CH2:7][CH2:6][C:5]=4[N:4]=3)[CH2:18][CH2:19]2)=[O:21])[CH2:23][CH2:24][O:25][CH2:26][CH2:27]1, predict the reactants needed to synthesize it. The reactants are: CS[C:3]1[NH:12][C:11](=[O:13])[C:10]2[CH2:9][CH2:8][CH2:7][CH2:6][C:5]=2[N:4]=1.[N:14]1([C:20]([N:22]2[CH2:27][CH2:26][O:25][CH2:24][CH2:23]2)=[O:21])[CH2:19][CH2:18][NH:17][CH2:16][CH2:15]1. (2) Given the product [ClH:32].[ClH:32].[Cl:32][C:20]1[CH:21]=[C:22]2[C:17](=[CH:18][CH:19]=1)[N:16]=[C:15]([NH:14][CH:11]1[CH2:10][CH2:9][NH:8][CH2:13][CH2:12]1)[N:24]=[C:23]2[C:25]1[CH:30]=[CH:29][CH:28]=[CH:27][C:26]=1[F:31], predict the reactants needed to synthesize it. The reactants are: C(OC([N:8]1[CH2:13][CH2:12][CH:11]([NH:14][C:15]2[N:24]=[C:23]([C:25]3[CH:30]=[CH:29][CH:28]=[CH:27][C:26]=3[F:31])[C:22]3[C:17](=[CH:18][CH:19]=[C:20]([Cl:32])[CH:21]=3)[N:16]=2)[CH2:10][CH2:9]1)=O)(C)(C)C. (3) Given the product [C:1]1([CH:7]([NH:11][C:12]2[CH:17]=[CH:16][CH:15]=[CH:14][CH:13]=2)[C:8]([O:10][CH:36]2[CH2:37][CH:38]3[N:33]([CH3:32])[CH:34]([CH2:40][CH2:39]3)[CH2:35]2)=[O:9])[CH:2]=[CH:3][CH:4]=[CH:5][CH:6]=1, predict the reactants needed to synthesize it. The reactants are: [C:1]1([CH:7]([NH:11][C:12]2[CH:17]=[CH:16][CH:15]=[CH:14][CH:13]=2)[C:8]([OH:10])=[O:9])[CH:6]=[CH:5][CH:4]=[CH:3][CH:2]=1.C(Cl)CCl.C1C=CC2N(O)N=NC=2C=1.[CH3:32][N:33]1[CH:38]2[CH2:39][CH2:40][CH:34]1[CH2:35][CH:36](O)[CH2:37]2. (4) The reactants are: CC1C=CC(S(O[CH2:12][CH:13]2[CH2:17][C:16]3[CH:18]=[CH:19][CH:20]=[C:21]([C:22]4[CH:27]=[CH:26][CH:25]=[CH:24][C:23]=4[Cl:28])[C:15]=3[O:14]2)(=O)=O)=CC=1.[N-:29]=[N+:30]=[N-:31].[Na+].N(CC1CC2C=C(Cl)C=C(C3C=CSC=3)C=2O1)=[N+]=[N-]. Given the product [N:29]([CH2:12][CH:13]1[CH2:17][C:16]2[CH:18]=[CH:19][CH:20]=[C:21]([C:22]3[CH:27]=[CH:26][CH:25]=[CH:24][C:23]=3[Cl:28])[C:15]=2[O:14]1)=[N+:30]=[N-:31], predict the reactants needed to synthesize it. (5) Given the product [CH3:11][C:12]([CH3:19])([CH2:17][O:1][C:2]1[C:3]([N+:8]([O-:10])=[O:9])=[N:4][CH:5]=[CH:6][CH:7]=1)[C:13]([O:15][CH3:16])=[O:14], predict the reactants needed to synthesize it. The reactants are: [OH:1][C:2]1[C:3]([N+:8]([O-:10])=[O:9])=[N:4][CH:5]=[CH:6][CH:7]=1.[CH3:11][C:12]([CH3:19])([CH2:17]O)[C:13]([O:15][CH3:16])=[O:14].CC(OC(/N=N/C(OC(C)C)=O)=O)C. (6) The reactants are: [CH3:1][O:2][C:3]1[CH:4]=[C:5]([CH:7]=[CH:8][C:9]=1[C:10]1[O:14][CH:13]=[N:12][CH:11]=1)[NH2:6].[Br:15][C:16]1[S:20][CH:19]=[C:18]([CH:21]=O)[CH:17]=1. Given the product [Br:15][C:16]1[S:20][CH:19]=[C:18]([CH2:21][NH:6][C:5]2[CH:7]=[CH:8][C:9]([C:10]3[O:14][CH:13]=[N:12][CH:11]=3)=[C:3]([O:2][CH3:1])[CH:4]=2)[CH:17]=1, predict the reactants needed to synthesize it.